Dataset: Forward reaction prediction with 1.9M reactions from USPTO patents (1976-2016). Task: Predict the product of the given reaction. Given the reactants [C:1](N1C=CN=C1)([N:3]1C=CN=C1)=[O:2].[NH2:13][C:14]1[NH:15][C:16]2[CH:22]=[CH:21][CH:20]=[CH:19][C:17]=2[N:18]=1.CCN(C(C)C)C(C)C.[CH3:32][C:33]1[C:34]([CH2:39][N:40]([CH2:47][C:48]2[C:53]([CH3:54])=[CH:52][CH:51]=[CH:50][N:49]=2)[CH:41]2[CH2:46][CH2:45][NH:44][CH2:43][CH2:42]2)=[N:35][CH:36]=[CH:37][CH:38]=1.[CH2:55]([Cl:57])[Cl:56], predict the reaction product. The product is: [CH2:55]([Cl:57])[Cl:56].[CH3:1][OH:2].[NH4+:3].[OH-:2].[NH:15]1[C:16]2[CH:22]=[CH:21][CH:20]=[CH:19][C:17]=2[N:18]=[C:14]1[NH:13][C:1]([N:44]1[CH2:45][CH2:46][CH:41]([N:40]([CH2:47][C:48]2[C:53]([CH3:54])=[CH:52][CH:51]=[CH:50][N:49]=2)[CH2:39][C:34]2[C:33]([CH3:32])=[CH:38][CH:37]=[CH:36][N:35]=2)[CH2:42][CH2:43]1)=[O:2].